Dataset: Forward reaction prediction with 1.9M reactions from USPTO patents (1976-2016). Task: Predict the product of the given reaction. Given the reactants [C:1]([N:8]1[CH2:12][C@@H:11]([N:13]([CH:20]2[CH2:25][CH2:24][C:23]([CH3:27])([CH3:26])[CH2:22][CH2:21]2)[C:14](=[O:19])[C:15]([CH3:18])([CH3:17])[CH3:16])[CH2:10][C@@H:9]1[CH2:28]OS(C)(=O)=O)([O:3][C:4]([CH3:7])([CH3:6])[CH3:5])=[O:2], predict the reaction product. The product is: [C:1]([N:8]1[CH2:12][C@@H:11]([N:13]([CH:20]2[CH2:25][CH2:24][C:23]([CH3:27])([CH3:26])[CH2:22][CH2:21]2)[C:14](=[O:19])[C:15]([CH3:16])([CH3:17])[CH3:18])[CH2:10][C@H:9]1[CH3:28])([O:3][C:4]([CH3:5])([CH3:6])[CH3:7])=[O:2].